Dataset: Experimentally validated miRNA-target interactions with 360,000+ pairs, plus equal number of negative samples. Task: Binary Classification. Given a miRNA mature sequence and a target amino acid sequence, predict their likelihood of interaction. (1) The miRNA is rno-miR-151-5p with sequence UCGAGGAGCUCACAGUCUAGU. The protein sequence of the target gene is MHGVNDPPLFIKDIKAGLKNLNVVFIVLEIGRVTKTKDGHEVRSCKVADRTGSITISVWDEIGGLIQTGDIIRLTRGYASMWKGCLTLYTGRGGELQKIGEFCMVYSEVPNFSEPNPDYRGQQNRGVQNEQKDKLSTNTFGPVGNGDQTGPESRGYHLPYGRSNGPGPISPQLPGTPSSQTVRTTISNARDPRRAFKR. Result: 0 (no interaction). (2) The miRNA is bta-miR-16a with sequence UAGCAGCACGUAAAUAUUGGUG. The protein sequence of the target gene is MAVAVASGFWIWAAVLLVPAAAVYEDQVGKFDWRQQYVGKIKFASLEFSPGSKKLVVATEKNVIAALNSRTGEILWRHVDKGTAEGAVDAMLVHGQDAITVSNGGRLMRSWETNIGGLNWEITLDTGSFQALGLVGLQESVRYIAVLKKTTLTLHHLSSGHLKWVEHLPESDSILYQMVYSYGSGVVWALGIVPFSHVNIVKFNVEDGEIVQQVRVWTPWLQHLTGACGVVDEAVLVCPDPSSHSLHTLALETEWELRQIPLQSPDLEFGSGFQPQVLPTQPSPVAPSRAQFFLQLSPSH.... Result: 0 (no interaction). (3) The miRNA is mmu-miR-5617-5p with sequence GUAAGUGAGGGCAAGCCUUCUGG. The protein sequence of the target gene is MDWKDVLRRRLASPNTDPKRKKSEQELKDEEMDLFTKYYSEWKGGRKNTNEFYKTIPRFYYRLPAEDEVLLQKLREESRAVFLQRKSRELLDNEELQNLWFLLDKHQIPPMIGEEAMINYENFLKVGEKAGPKCKQFFTAKVFAKLLHTDSYGRISIMQFFNYVMRKVWLHQTRIGLSLYDVAGQGYLRESDLENYILELIPTLPQLDGLEKSFYSFYVCTAVRKFFFFLDPLRTGKIKIQDILACSFLDDLLELRDEELSKESQETNWFSAPSALRVYGQYLNLDKDHNGMLSKEELSR.... Result: 0 (no interaction). (4) The miRNA is mmu-miR-466p-5p with sequence UAUGUGUGUGUACAUGUACAU. The protein sequence of the target gene is MSTPTDPAAMPHPGPSPGPGPSPGPILGPSPGPGPSPGSVHSMMGPSPGPPSVSHPLSTMGSADFPQEGMHQLHKPMDGIHDKGIVEDVHCGSMKGTSMRPPHPGMGPPQSPMDQHSQGYMSPHPSPLGAPEHVSSPTPPQMPPSQPGALIPGDPQAMNQPNRGPSPFSPVQLHQLRAQILAYKMLARGQPLPETLQLAVQGKRTLPGMQQQQQQQQQQQQQQQQQQQQQQQQQQPQQPQQQAQAQPQQQQQQQQQPALVSYNRPSGPGQELLLSGQSAPQKLSAPAPSGRPSPAPQAAV.... Result: 1 (interaction). (5) The miRNA is hsa-miR-196b-3p with sequence UCGACAGCACGACACUGCCUUC. The protein sequence of the target gene is MEPWSSRWKTKRWLWDFTVTTLALTFLFQAREVRGAAPVDVLKALDFHNSPEGISKTTGFCTNRKNSKGSDTAYRVSKQAQLSAPTKQLFPGGTFPEDFSILFTVKPKKGIQSFLLSIYNEHGIQQIGVEVGRSPVFLFEDHTGKPAPEDYPLFRTVNIADGKWHRVAISVEKKTVTMIVDCKKKTTKPLDRSERAIVDTNGITVFGTRILDEEVFEGDIQQFLITGDPKAAYDYCEHYSPDCDSSAPKAAQAQEPQIDEYAPEDIIEYDYEYGEAEYKEAESVTEGPTVTEETIAQTEA.... Result: 0 (no interaction). (6) The miRNA is mmu-miR-5136 with sequence AUAUGCGAGGGAACUACUGG. The protein sequence of the target gene is MLILTKTAGVFFKPSKRKVYEFLRSFNFHPGTLFLHKIVLGIETSCDDTAAAVVDETGNVLGEAIHSQTEVHLKTGGIVPPAAQQLHRENIQRIVQEALSASGVSPSDLSAIATTIKPGLALSLGVGLSFSLQLVGQLKKPFIPIHHMEAHALTIRLTNKVEFPFLVLLISGGHCLLALVQGVSDFLLLGKSLDIAPGDMLDKVARRLSLIKHPECSTMSGGKAIEHLAKQGNRFHFDIKPPLHHAKNCDFSFTGLQHVTDKIIMKKEKEEGIEKGQILSSAADIAATVQHTMACHLVKR.... Result: 0 (no interaction). (7) The miRNA is mmu-miR-504-5p with sequence AGACCCUGGUCUGCACUCUAUC. The protein sequence of the target gene is MSRPQLRRWRLVSSPPSGVPGLALLALLALLALRLAAGTDCPCPEPELCRPIRHHPDFEVFVFDVGQKTWKSYDWSQITTVATFGKYDSELMCYAHSKGARVVLKGDVSLKDIIDPAFRASWIAQKLNLAKTQYMDGINIDIEQEVNCLSPEYDALTALVKETTDSFHREIEGSQVTFDVAWSPKNIDRRCYNYTGIADACDFLFVMSYDEQSQIWSECIAAANAPYNQTLTGYNDYIKMSINPKKLVMGVPWYGYDYTCLNLSEDHVCTIAKVPFRGAPCSDAAGRQVPYKTIMKQINS.... Result: 0 (no interaction). (8) The protein sequence of the target gene is MASGRARCTRKLRNWVVEQVESGQFPGVCWDDTAKTMFRIPWKHAGKQDFREDQDAAFFKAWAIFKGKYKEGDTGGPAVWKTRLRCALNKSSEFKEVPERGRMDVAEPYKVYQLLPPGIVSGQPGTQKVPSKRQHSSVSSERKEEEDAMQNCTLSPSVLQDSLNNEEEGASGGAVHSDIGSSSSSSSPEPQEVTDTTEAPFQGDQRSLEFLLPPEPDYSLLLTFIYNGRVVGEAQVQSLDCRLVAEPSGSESSMEQVLFPKPGPLEPTQRLLSQLERGILVASNPRGLFVQRLCPIPISW.... The miRNA is hsa-miR-6805-3p with sequence UUGCUCUGCUCCCCCGCCCCCAG. Result: 0 (no interaction).